Binary Classification. Given a drug SMILES string, predict its activity (active/inactive) in a high-throughput screening assay against a specified biological target. From a dataset of KCNQ2 potassium channel screen with 302,405 compounds. (1) The molecule is s1c(nnc1NC(=O)c1cc(OC)c(OC)c(OC)c1)Cc1ccccc1. The result is 0 (inactive). (2) The compound is S(c1n2c(nn1)nccc2)CC(=O)Nc1scc(n1)C. The result is 0 (inactive).